Dataset: Catalyst prediction with 721,799 reactions and 888 catalyst types from USPTO. Task: Predict which catalyst facilitates the given reaction. (1) Reactant: C([O:3][C:4](=O)[CH2:5][N:6]1[C:14]2[CH2:13][CH2:12][CH2:11][C@@H:10]([NH:15][C:16]([O:18][CH2:19][C:20]3[CH:25]=[CH:24][CH:23]=[CH:22][CH:21]=3)=[O:17])[C:9]=2[CH:8]=[N:7]1)C.[BH4-].[Na+].Cl. Product: [CH2:19]([O:18][C:16](=[O:17])[NH:15][C@@H:10]1[CH2:11][CH2:12][CH2:13][C:14]2[N:6]([CH2:5][CH2:4][OH:3])[N:7]=[CH:8][C:9]1=2)[C:20]1[CH:25]=[CH:24][CH:23]=[CH:22][CH:21]=1. The catalyst class is: 5. (2) Reactant: [Cl:1][C:2]1[CH:7]=[CH:6][CH:5]=[CH:4][C:3]=1[CH2:8][C@@H:9]([NH:39]C(=O)OC(C)(C)C)[C:10]([N:12]1[CH2:17][CH2:16][CH:15]([N:18]2[N:27]=[C:26]([C:28]3[CH:33]=[CH:32][C:31]([O:34][CH3:35])=[C:30]([O:36][CH3:37])[CH:29]=3)[C@@H:25]3[C@@H:20]([CH2:21][CH2:22][CH2:23][CH2:24]3)[C:19]2=[O:38])[CH2:14][CH2:13]1)=[O:11].Cl. Product: [ClH:1].[NH2:39][C@H:9]([CH2:8][C:3]1[CH:4]=[CH:5][CH:6]=[CH:7][C:2]=1[Cl:1])[C:10]([N:12]1[CH2:13][CH2:14][CH:15]([N:18]2[N:27]=[C:26]([C:28]3[CH:33]=[CH:32][C:31]([O:34][CH3:35])=[C:30]([O:36][CH3:37])[CH:29]=3)[C@@H:25]3[C@@H:20]([CH2:21][CH2:22][CH2:23][CH2:24]3)[C:19]2=[O:38])[CH2:16][CH2:17]1)=[O:11]. The catalyst class is: 1.